Dataset: Full USPTO retrosynthesis dataset with 1.9M reactions from patents (1976-2016). Task: Predict the reactants needed to synthesize the given product. Given the product [CH3:4][NH:5][C:6]1[CH:11]=[CH:10][CH:9]=[CH:8][C:7]=1[OH:3], predict the reactants needed to synthesize it. The reactants are: [BH4-].[Na+].[O:3]1[C:7]2[CH:8]=[CH:9][CH:10]=[CH:11][C:6]=2[N:5]=[CH:4]1.C(O)(=O)C.